This data is from Full USPTO retrosynthesis dataset with 1.9M reactions from patents (1976-2016). The task is: Predict the reactants needed to synthesize the given product. Given the product [CH3:46][C:44]1[CH:43]=[CH:42][C:40]2[NH:41][C:37]([C:34]3[CH:33]=[CH:32][C:31]([C:30]4[N:47]=[C:6]([C:5]5[CH:9]=[C:10]([O:14][CH3:15])[C:11]([O:12][CH3:13])=[C:3]([O:2][CH3:1])[CH:4]=5)[O:8][N:29]=4)=[CH:36][CH:35]=3)=[N:38][C:39]=2[CH:45]=1, predict the reactants needed to synthesize it. The reactants are: [CH3:1][O:2][C:3]1[CH:4]=[C:5]([CH:9]=[C:10]([O:14][CH3:15])[C:11]=1[O:12][CH3:13])[C:6]([OH:8])=O.C(C1NC=CN=1)(C1NC=CN=1)=O.O/[N:29]=[C:30](\[NH2:47])/[C:31]1[CH:36]=[CH:35][C:34]([C:37]2[NH:41][C:40]3[CH:42]=[CH:43][C:44]([CH3:46])=[CH:45][C:39]=3[N:38]=2)=[CH:33][CH:32]=1.